Dataset: Reaction yield outcomes from USPTO patents with 853,638 reactions. Task: Predict the reaction yield, written as a fraction of the theoretical maximum amount of product (1.0 means a 100% yield; for example, 0.34 means a 34% yield). (1) The reactants are [NH2:1][C:2]1[N:7]=[C:6]([NH:8][NH2:9])[CH:5]=[C:4]([NH:10][NH2:11])[N:3]=1.[Cl:12][C:13]1[CH:20]=[CH:19][C:16]([CH:17]=O)=[CH:15][CH:14]=1. The catalyst is CCO. The product is [Cl:12][C:13]1[CH:20]=[CH:19][C:16](/[CH:17]=[N:9]/[NH:8][C:6]2[CH:5]=[C:4]([NH:10]/[N:11]=[CH:17]/[C:16]3[CH:19]=[CH:20][C:13]([Cl:12])=[CH:14][CH:15]=3)[N:3]=[C:2]([NH2:1])[N:7]=2)=[CH:15][CH:14]=1. The yield is 0.250. (2) The reactants are [CH3:1][O:2][C:3]1[C:4](=[O:24])[C:5](C(O)=O)=[N:6][N:7]([C:9]2[C:19]([F:20])=[CH:18][C:12]3[O:13][C:14]([F:17])([F:16])[O:15][C:11]=3[CH:10]=2)[CH:8]=1.C1C=CC(P([N:39]=[N+]=[N-])(C2C=CC=CC=2)=O)=CC=1.CCN(CC)CC.[OH-].[Na+]. The catalyst is C1(C)C=CC=CC=1. The product is [NH2:39][C:5]1[C:4](=[O:24])[C:3]([O:2][CH3:1])=[CH:8][N:7]([C:9]2[C:19]([F:20])=[CH:18][C:12]3[O:13][C:14]([F:17])([F:16])[O:15][C:11]=3[CH:10]=2)[N:6]=1. The yield is 0.650. (3) The reactants are Cl[C:2]1[C:3]([F:18])=[CH:4][C:5]([N+:15]([O-:17])=[O:16])=[C:6]([N:8]2[CH2:13][CH2:12][CH:11]([CH3:14])[CH2:10][CH2:9]2)[CH:7]=1.[CH3:19][N:20]1[CH2:25][CH2:24][NH:23][CH2:22][CH2:21]1. The catalyst is CO.ClCCl. The product is [F:18][C:3]1[CH:4]=[C:5]([N+:15]([O-:17])=[O:16])[C:6]([N:8]2[CH2:13][CH2:12][CH:11]([CH3:14])[CH2:10][CH2:9]2)=[CH:7][C:2]=1[N:23]1[CH2:24][CH2:25][N:20]([CH3:19])[CH2:21][CH2:22]1. The yield is 0.940. (4) The reactants are [N:1]12[CH2:8][CH2:7][C:4]([C:9]([C:17]3[CH:22]=[CH:21][CH:20]=[CH:19][CH:18]=3)([C:11]3[CH:16]=[CH:15][CH:14]=[CH:13][CH:12]=3)[OH:10])([CH2:5][CH2:6]1)[CH2:3][CH2:2]2.[Br:23][CH2:24][CH2:25][CH2:26][O:27][C:28]1[CH:35]=[CH:34][C:31]([C:32]#[N:33])=[CH:30][CH:29]=1. The catalyst is CC#N. The product is [Br-:23].[C:32]([C:31]1[CH:34]=[CH:35][C:28]([O:27][CH2:26][CH2:25][CH2:24][N+:1]23[CH2:6][CH2:5][C:4]([C:9]([OH:10])([C:17]4[CH:22]=[CH:21][CH:20]=[CH:19][CH:18]=4)[C:11]4[CH:12]=[CH:13][CH:14]=[CH:15][CH:16]=4)([CH2:3][CH2:2]2)[CH2:7][CH2:8]3)=[CH:29][CH:30]=1)#[N:33]. The yield is 0.768. (5) The reactants are [Cl:1][C:2]1[C:11]2[C:6](=[CH:7][CH:8]=[CH:9][CH:10]=2)[N:5]=[CH:4][CH:3]=1.S(=O)(=O)(O)O.[N+:17]([O-])([OH:19])=[O:18].[NH4+].[OH-]. No catalyst specified. The product is [Cl:1][C:2]1[C:11]2[C:6](=[C:7]([N+:17]([O-:19])=[O:18])[CH:8]=[CH:9][CH:10]=2)[N:5]=[CH:4][CH:3]=1. The yield is 0.590. (6) The reactants are C(Cl)(=O)C.[CH2:5]1[C:10]2([CH2:15][CH2:14][N:13](C(OC(C)(C)C)=O)[CH2:12][CH2:11]2)[CH2:9][CH2:8][CH2:7][O:6]1. The catalyst is CO. The product is [CH2:5]1[C:10]2([CH2:11][CH2:12][NH:13][CH2:14][CH2:15]2)[CH2:9][CH2:8][CH2:7][O:6]1. The yield is 1.00. (7) The reactants are Br[C:2]1[C:3](=[O:15])[C:4]([CH3:14])([CH3:13])[O:5][C:6]=1[C:7]1[CH:12]=[CH:11][N:10]=[CH:9][CH:8]=1.[CH2:16]([O:23][C:24]1[CH:29]=[CH:28][C:27](B2OC(C)(C)C(C)(C)O2)=[CH:26][CH:25]=1)[C:17]1[CH:22]=[CH:21][CH:20]=[CH:19][CH:18]=1.C([O-])([O-])=O.[Cs+].[Cs+]. The catalyst is C1(C)C=CC=CC=1.O. The product is [CH2:16]([O:23][C:24]1[CH:29]=[CH:28][C:27]([C:2]2[C:3](=[O:15])[C:4]([CH3:14])([CH3:13])[O:5][C:6]=2[C:7]2[CH:12]=[CH:11][N:10]=[CH:9][CH:8]=2)=[CH:26][CH:25]=1)[C:17]1[CH:22]=[CH:21][CH:20]=[CH:19][CH:18]=1. The yield is 0.602.